From a dataset of NCI-60 drug combinations with 297,098 pairs across 59 cell lines. Regression. Given two drug SMILES strings and cell line genomic features, predict the synergy score measuring deviation from expected non-interaction effect. Drug 1: CN1C(=O)N2C=NC(=C2N=N1)C(=O)N. Drug 2: CC1CCCC2(C(O2)CC(NC(=O)CC(C(C(=O)C(C1O)C)(C)C)O)C(=CC3=CSC(=N3)C)C)C. Cell line: MALME-3M. Synergy scores: CSS=29.8, Synergy_ZIP=-0.905, Synergy_Bliss=-4.78, Synergy_Loewe=-25.0, Synergy_HSA=-5.17.